Dataset: Full USPTO retrosynthesis dataset with 1.9M reactions from patents (1976-2016). Task: Predict the reactants needed to synthesize the given product. (1) Given the product [Cl:1][C:2]1[CH:7]=[CH:6][N:5]=[C:4]([C:8]#[N:10])[CH:3]=1, predict the reactants needed to synthesize it. The reactants are: [Cl:1][C:2]1[CH:7]=[CH:6][N:5]=[C:4]([C:8]([NH2:10])=O)[CH:3]=1.C(OC(C(F)(F)F)=O)(C(F)(F)F)=O.CC(OO)=O.C([O-])([O-])=O.[K+].[K+]. (2) Given the product [CH2:1]([N:9]1[CH:14]2[CH2:15][CH2:16][CH:10]1[CH2:11][CH:12]([N:17]1[C:30]3[CH:29]=[CH:28][C:27]([C:31]4[NH:39][N:38]=[N:37][N:32]=4)=[CH:26][C:25]=3[S:24][C:23]3[C:18]1=[CH:19][CH:20]=[CH:21][CH:22]=3)[CH2:13]2)[CH2:2][C:3]1[CH:8]=[CH:7][CH:6]=[CH:5][CH:4]=1, predict the reactants needed to synthesize it. The reactants are: [CH2:1]([N:9]1[CH:14]2[CH2:15][CH2:16][CH:10]1[CH2:11][CH:12]([N:17]1[C:30]3[CH:29]=[CH:28][C:27]([C:31]#[N:32])=[CH:26][C:25]=3[S:24][C:23]3[C:18]1=[CH:19][CH:20]=[CH:21][CH:22]=3)[CH2:13]2)[CH2:2][C:3]1[CH:8]=[CH:7][CH:6]=[CH:5][CH:4]=1.C[Si]([N:37]=[N+:38]=[N-:39])(C)C.C([Sn](=O)CCCC)CCC. (3) Given the product [Br:1][C:2]1[C:10]2[O:9][CH:8]([C:11]([OH:13])=[O:12])[O:7][C:6]=2[CH:5]=[C:4]([Cl:17])[CH:3]=1, predict the reactants needed to synthesize it. The reactants are: [Br:1][C:2]1[C:10]2[O:9][C:8](C(O)=O)([C:11]([OH:13])=[O:12])[O:7][C:6]=2[CH:5]=[C:4]([Cl:17])[CH:3]=1. (4) The reactants are: [H-].[Na+].[CH3:3][O:4][C:5]1[CH:13]=[C:12]2[C:8]([C:9]([C:15]#[N:16])=[C:10]([CH3:14])[NH:11]2)=[CH:7][CH:6]=1.[CH2:17](I)[CH3:18]. Given the product [CH2:17]([N:11]1[C:12]2[C:8](=[CH:7][CH:6]=[C:5]([O:4][CH3:3])[CH:13]=2)[C:9]([C:15]#[N:16])=[C:10]1[CH3:14])[CH3:18], predict the reactants needed to synthesize it.